Dataset: Catalyst prediction with 721,799 reactions and 888 catalyst types from USPTO. Task: Predict which catalyst facilitates the given reaction. Reactant: [CH3:1][NH:2][C:3]([C:5]1[CH:6]=[C:7]([O:11][C:12]2[CH:13]=[CH:14][C:15]([NH:18][C:19]([NH:21][C:22]3[CH:23]=[CH:24][C:25]([Cl:32])=[C:26]([C:28]([F:31])([F:30])[F:29])[CH:27]=3)=[O:20])=[CH:16][CH:17]=2)[CH:8]=[CH:9][N:10]=1)=[O:4].[ClH:33].C(OC(C)C)(C)C. Product: [CH3:1][NH:2][C:3]([C:5]1[CH:6]=[C:7]([O:11][C:12]2[CH:17]=[CH:16][C:15]([NH:18][C:19]([NH:21][C:22]3[CH:23]=[CH:24][C:25]([Cl:32])=[C:26]([C:28]([F:31])([F:29])[F:30])[CH:27]=3)=[O:20])=[CH:14][CH:13]=2)[CH:8]=[CH:9][N:10]=1)=[O:4].[ClH:33]. The catalyst class is: 5.